From a dataset of Full USPTO retrosynthesis dataset with 1.9M reactions from patents (1976-2016). Predict the reactants needed to synthesize the given product. (1) Given the product [F:1][C:2]1[CH:3]=[C:4]([C:26]([OH:28])([CH3:29])[CH3:27])[CH:5]=[CH:6][C:7]=1[C:8]1[S:9][C:10]2[C:15]([N:16]=1)=[CH:14][CH:13]=[C:12]([C:17]1([C:20]3[CH:21]=[CH:22][CH:23]=[CH:24][CH:25]=3)[CH2:18][CH2:19]1)[N:11]=2, predict the reactants needed to synthesize it. The reactants are: [F:1][C:2]1[CH:3]=[C:4]([C:26](=[O:28])[CH3:27])[CH:5]=[CH:6][C:7]=1[C:8]1[S:9][C:10]2[C:15]([N:16]=1)=[CH:14][CH:13]=[C:12]([C:17]1([C:20]3[CH:25]=[CH:24][CH:23]=[CH:22][CH:21]=3)[CH2:19][CH2:18]1)[N:11]=2.[CH3:29][Mg]Cl.C1COCC1. (2) Given the product [Cl:11][C:10]1[C:6]2[CH:5]=[CH:4][C:3]([C:2]([F:32])([F:1])[F:31])=[CH:30][C:7]=2[S:8][C:9]=1[C:12]([N:14]1[CH2:17][CH:16]([N:18]2[CH2:23][CH2:22][NH:21][CH2:20][CH2:19]2)[CH2:15]1)=[O:13], predict the reactants needed to synthesize it. The reactants are: [F:1][C:2]([F:32])([F:31])[C:3]1[CH:4]=[CH:5][C:6]2[C:10]([Cl:11])=[C:9]([C:12]([N:14]3[CH2:17][CH:16]([N:18]4[CH2:23][CH2:22][N:21](C(=O)C(F)(F)F)[CH2:20][CH2:19]4)[CH2:15]3)=[O:13])[S:8][C:7]=2[CH:30]=1. (3) Given the product [S:24]([O:15][CH2:14][CH2:13][CH2:12][O:11][C:4]1[C:5]2[C:10](=[CH:9][CH:8]=[CH:7][CH:6]=2)[N:1]=[CH:2][CH:3]=1)(=[O:26])(=[O:25])[CH3:23], predict the reactants needed to synthesize it. The reactants are: [N:1]1[C:10]2[C:5](=[CH:6][CH:7]=[CH:8][CH:9]=2)[C:4]([O:11][CH2:12][CH2:13][CH2:14][OH:15])=[CH:3][CH:2]=1.C(N(CC)CC)C.[CH3:23][S:24](Cl)(=[O:26])=[O:25].